From a dataset of Full USPTO retrosynthesis dataset with 1.9M reactions from patents (1976-2016). Predict the reactants needed to synthesize the given product. (1) Given the product [Cl:1][C:2]1[N:7]=[CH:6][C:5]2[C:8]([N:15]3[CH2:19][CH2:18][CH2:17][CH2:16]3)=[N:9][N:10]([CH:11]([CH3:13])[CH3:12])[C:4]=2[CH:3]=1, predict the reactants needed to synthesize it. The reactants are: [Cl:1][C:2]1[N:7]=[CH:6][C:5]2[C:8](I)=[N:9][N:10]([CH:11]([CH3:13])[CH3:12])[C:4]=2[CH:3]=1.[NH:15]1[CH2:19][CH2:18][CH2:17][CH2:16]1.N1CCC[C@H]1C(O)=O.C(=O)([O-])[O-].[K+].[K+]. (2) Given the product [O:28]1[C:32]2[C:33]([C:37]([N:13]3[CH2:14][CH:15]4[CH:11]([CH2:10][N:9]([C:4]5[N:5]=[C:6]([CH3:8])[CH:7]=[C:2]([CH3:1])[N:3]=5)[CH2:16]4)[CH2:12]3)=[O:38])=[CH:34][CH:35]=[CH:36][C:31]=2[CH2:30][CH2:29]1, predict the reactants needed to synthesize it. The reactants are: [CH3:1][C:2]1[CH:7]=[C:6]([CH3:8])[N:5]=[C:4]([N:9]2[CH2:16][CH:15]3[CH:11]([CH2:12][NH:13][CH2:14]3)[CH2:10]2)[N:3]=1.CC(O)=O.CCN(CC)CC.[O:28]1[C:32]2[C:33]([C:37](Cl)=[O:38])=[CH:34][CH:35]=[CH:36][C:31]=2[CH2:30][CH2:29]1. (3) Given the product [CH3:1][O:2][C:3](=[O:25])[CH2:4][C:5]1[C:14]([CH3:15])=[C:13]([C:55]2[CH:54]=[CH:53][C:52]([S:49](=[O:50])(=[O:51])[N:48]([CH:45]([CH3:46])[CH3:47])[CH2:61][C:62]3[CH:63]=[CH:64][C:65]([O:68][CH3:69])=[CH:66][CH:67]=3)=[CH:57][CH:56]=2)[C:12]2[C:7](=[CH:8][CH:9]=[C:10]([Cl:24])[CH:11]=2)[CH:6]=1, predict the reactants needed to synthesize it. The reactants are: [CH3:1][O:2][C:3](=[O:25])[CH2:4][C:5]1[C:14]([CH3:15])=[C:13](OS(C(F)(F)F)(=O)=O)[C:12]2[C:7](=[CH:8][CH:9]=[C:10]([Cl:24])[CH:11]=2)[CH:6]=1.C1(P(C2C=CC=CC=2)C2C=CC=CC=2)C=CC=CC=1.[CH:45]([N:48]([CH2:61][C:62]1[CH:67]=[CH:66][C:65]([O:68][CH3:69])=[CH:64][CH:63]=1)[S:49]([C:52]1[CH:57]=[CH:56][C:55](B(O)O)=[CH:54][CH:53]=1)(=[O:51])=[O:50])([CH3:47])[CH3:46].C(=O)([O-])[O-].[Na+].[Na+]. (4) Given the product [C:29]([Si:33]([C:56]1[CH:57]=[CH:58][CH:59]=[CH:60][CH:61]=1)([C:50]1[CH:51]=[CH:52][CH:53]=[CH:54][CH:55]=1)[O:34][C:35]1[CH:40]=[CH:39][C:38]([C:41]2[CH:46]=[CH:45][CH:44]=[CH:43][C:42]=2[NH:47][C:8](=[O:10])[C@@H:7]([NH:6][S:3]([CH2:1][CH3:2])(=[O:4])=[O:5])[CH:11]([CH3:13])[CH3:12])=[CH:37][C:36]=1[O:48][CH3:49])([CH3:32])([CH3:30])[CH3:31], predict the reactants needed to synthesize it. The reactants are: [CH2:1]([S:3]([NH:6][C@@H:7]([CH:11]([CH3:13])[CH3:12])[C:8]([OH:10])=O)(=[O:5])=[O:4])[CH3:2].N1C=CC=CC=1.FC1N=C(F)N=C(F)N=1.[C:29]([Si:33]([C:56]1[CH:61]=[CH:60][CH:59]=[CH:58][CH:57]=1)([C:50]1[CH:55]=[CH:54][CH:53]=[CH:52][CH:51]=1)[O:34][C:35]1[CH:40]=[CH:39][C:38]([C:41]2[CH:46]=[CH:45][CH:44]=[CH:43][C:42]=2[NH2:47])=[CH:37][C:36]=1[O:48][CH3:49])([CH3:32])([CH3:31])[CH3:30].C(C1C=C(C)C=C(C(C)(C)C)N=1)(C)(C)C.